This data is from Peptide-MHC class II binding affinity with 134,281 pairs from IEDB. The task is: Regression. Given a peptide amino acid sequence and an MHC pseudo amino acid sequence, predict their binding affinity value. This is MHC class II binding data. (1) The MHC is DRB5_0101 with pseudo-sequence DRB5_0101. The peptide sequence is QVHFQPLAAAKAAAS. The binding affinity (normalized) is 0.149. (2) The peptide sequence is AFILDGDNLFPKD. The MHC is DRB3_0101 with pseudo-sequence DRB3_0101. The binding affinity (normalized) is 0.838. (3) The peptide sequence is NVFDEVIPTAFTVGK. The MHC is HLA-DPA10201-DPB10501 with pseudo-sequence HLA-DPA10201-DPB10501. The binding affinity (normalized) is 0.158. (4) The peptide sequence is NGPMAVSMTGVMRGN. The MHC is HLA-DQA10501-DQB10302 with pseudo-sequence HLA-DQA10501-DQB10302. The binding affinity (normalized) is 0.500. (5) The peptide sequence is PEVIPMFSALSAGATP. The MHC is DRB1_0101 with pseudo-sequence DRB1_0101. The binding affinity (normalized) is 0.574. (6) The peptide sequence is AAGTYVAADAAAASS. The MHC is HLA-DQA10102-DQB10602 with pseudo-sequence HLA-DQA10102-DQB10602. The binding affinity (normalized) is 0.611.